This data is from Full USPTO retrosynthesis dataset with 1.9M reactions from patents (1976-2016). The task is: Predict the reactants needed to synthesize the given product. (1) Given the product [C:10]([O:9][C:7](=[O:8])[NH:1][CH2:2][CH:3]([OH:5])[CH3:4])([CH3:13])([CH3:12])[CH3:11], predict the reactants needed to synthesize it. The reactants are: [NH2:1][CH2:2][CH:3]([OH:5])[CH3:4].O.[C:7](O[C:7]([O:9][C:10]([CH3:13])([CH3:12])[CH3:11])=[O:8])([O:9][C:10]([CH3:13])([CH3:12])[CH3:11])=[O:8].C(OCC)(=O)C. (2) Given the product [CH3:57][O:56][C:54](=[O:55])[CH2:53][N:38]([C:22](=[O:24])[CH2:21][CH2:20][C:17]1[CH:16]=[CH:15][C:14]([O:13][CH2:1][CH2:2][CH2:3][CH2:4][CH2:5][CH2:6][CH2:7][CH2:8][CH2:9][CH2:10][CH2:11][CH3:12])=[CH:19][CH:18]=1)[C:37]1[CH:39]=[CH:40][CH:41]=[CH:42][C:36]=1[O:29][C:30]1[CH:31]=[CH:32][CH:33]=[CH:34][CH:35]=1, predict the reactants needed to synthesize it. The reactants are: [CH2:1]([O:13][C:14]1[CH:19]=[CH:18][C:17]([CH2:20][CH2:21][C:22]([OH:24])=O)=[CH:16][CH:15]=1)[CH2:2][CH2:3][CH2:4][CH2:5][CH2:6][CH2:7][CH2:8][CH2:9][CH2:10][CH2:11][CH3:12].S(Cl)(Cl)=O.[O:29]([C:36]1[CH:42]=[CH:41][CH:40]=[CH:39][C:37]=1[NH2:38])[C:30]1[CH:35]=[CH:34][CH:33]=[CH:32][CH:31]=1.C(N(CC)CC)C.[H-].[Na+].Br[CH2:53][C:54]([O:56][CH3:57])=[O:55].